From a dataset of Forward reaction prediction with 1.9M reactions from USPTO patents (1976-2016). Predict the product of the given reaction. (1) Given the reactants [OH:1][C@H:2]([C@H:6]([OH:21])[CH2:7][S:8]([C:11]1[CH:16]=[CH:15][CH:14]=[C:13]([C:17]([F:20])([F:19])[F:18])[CH:12]=1)(=[O:10])=[O:9])[C:3]([OH:5])=[O:4].[C:22](NC(C1C=C2C(=CC=1)[C@H](N)CCC2)C)(C)([CH3:24])[CH3:23].C1C=CC2N(O)N=NC=2C=1.CCN=C=NCCCN(C)C, predict the reaction product. The product is: [CH3:23][C:22]1([CH3:24])[O:1][C@@H:2]([C:3]([OH:5])=[O:4])[C@@H:6]([CH2:7][S:8]([C:11]2[CH:16]=[CH:15][CH:14]=[C:13]([C:17]([F:20])([F:18])[F:19])[CH:12]=2)(=[O:10])=[O:9])[O:21]1. (2) Given the reactants [CH3:1][N:2]1[CH:6]=[CH:5][N:4]=[CH:3]1.I[C:8]1[C:17]2[C:12](=[CH:13][CH:14]=[CH:15][CH:16]=2)[CH:11]=[CH:10][CH:9]=1, predict the reaction product. The product is: [CH3:1][N:2]1[C:6]([C:16]2[C:17]3[C:12](=[CH:11][CH:10]=[CH:9][CH:8]=3)[CH:13]=[CH:14][CH:15]=2)=[CH:5][N:4]=[CH:3]1.